From a dataset of Catalyst prediction with 721,799 reactions and 888 catalyst types from USPTO. Predict which catalyst facilitates the given reaction. (1) Reactant: IC.[CH2:3]([O:10][C:11]([NH:13][C@@H:14]([CH2:18][NH:19][C:20]([O:22][C:23]([CH3:26])([CH3:25])[CH3:24])=[O:21])[C:15]([OH:17])=[O:16])=[O:12])[C:4]1[CH:9]=[CH:8][CH:7]=[CH:6][CH:5]=1.[C:27](=O)([O-])[O-].[K+].[K+]. Product: [CH2:3]([O:10][C:11]([NH:13][C@@H:14]([CH2:18][NH:19][C:20]([O:22][C:23]([CH3:26])([CH3:25])[CH3:24])=[O:21])[C:15]([O:17][CH3:27])=[O:16])=[O:12])[C:4]1[CH:5]=[CH:6][CH:7]=[CH:8][CH:9]=1. The catalyst class is: 9. (2) Reactant: Br[C:2]1[CH:3]=[C:4]([CH:25]=[CH:26][N:27]=1)[C:5]([NH:7][C:8]1[S:9][C:10]2[C:16]([CH:17]3[CH2:22][O:21][CH2:20][CH2:19][O:18]3)=[CH:15][CH:14]=[C:13]([O:23][CH3:24])[C:11]=2[N:12]=1)=[O:6].C(=O)([O-])[O-].[Cs+].[Cs+].Cl.[CH3:35][O:36][CH:37]1[CH2:40][NH:39][CH2:38]1.C(Cl)(Cl)Cl. Product: [O:18]1[CH2:19][CH2:20][O:21][CH2:22][CH:17]1[C:16]1[C:10]2[S:9][C:8]([NH:7][C:5](=[O:6])[C:4]3[CH:25]=[CH:26][N:27]=[C:2]([N:39]4[CH2:40][CH:37]([O:36][CH3:35])[CH2:38]4)[CH:3]=3)=[N:12][C:11]=2[C:13]([O:23][CH3:24])=[CH:14][CH:15]=1. The catalyst class is: 3.